Dataset: Reaction yield outcomes from USPTO patents with 853,638 reactions. Task: Predict the reaction yield, written as a fraction of the theoretical maximum amount of product (1.0 means a 100% yield; for example, 0.34 means a 34% yield). (1) The reactants are [S:1]([Cl:5])(Cl)(=[O:3])=[O:2].C1(P(C2C=CC=CC=2)C2C=CC=CC=2)C=CC=CC=1.[O:25]1[C:30]2=[CH:31][CH:32]=[CH:33][C:29]2=[CH:28][CH:27]=[C:26]1[C:34]1[CH:39]=[CH:38][CH:37]=[CH:36][C:35]=1/[CH:40]=[CH:41]/S(O)(=O)=O. The catalyst is C(Cl)Cl.[I-].C([N+](CCCC)(CCCC)CCCC)CCC. The product is [O:25]1[C:30]2=[CH:31][CH:32]=[CH:33][C:29]2=[CH:28][CH:27]=[C:26]1[C:34]1[CH:39]=[CH:38][CH:37]=[CH:36][C:35]=1/[CH:40]=[CH:41]/[S:1]([Cl:5])(=[O:3])=[O:2]. The yield is 0.730. (2) The reactants are C([O:8][C:9]1[CH:14]=[C:13]([O:15]CC2C=CC=CC=2)[C:12]([CH:23]([CH3:25])[CH3:24])=[CH:11][C:10]=1[C:26]1[N:27]([C:32]2[CH:37]=[CH:36][C:35]([N:38]3[CH2:43][CH2:42][O:41][CH2:40][CH2:39]3)=[CH:34][CH:33]=2)[C:28]([OH:31])=[N:29][N:30]=1)C1C=CC=CC=1.C(O)(=O)C.CN(C)C=O. The catalyst is CO.[C].[Pd]. The product is [OH:31][C:28]1[N:27]([C:32]2[CH:33]=[CH:34][C:35]([N:38]3[CH2:43][CH2:42][O:41][CH2:40][CH2:39]3)=[CH:36][CH:37]=2)[C:26]([C:10]2[CH:11]=[C:12]([CH:23]([CH3:25])[CH3:24])[C:13]([OH:15])=[CH:14][C:9]=2[OH:8])=[N:30][N:29]=1. The yield is 0.590. (3) The reactants are [BH4-].[Na+].[CH3:3][O:4][C:5]1[CH:6]=[C:7]([N:14]2[CH2:19][CH2:18][CH:17]([N:20]3[CH2:25][CH2:24][N:23]([S:26]([CH3:29])(=[O:28])=[O:27])[CH2:22][CH2:21]3)[CH2:16][CH2:15]2)[CH:8]=[CH:9][C:10]=1[N+:11]([O-])=O.CO. The catalyst is O.O.O.O.O.O.[Ni](Cl)Cl.C1COCC1. The product is [CH3:3][O:4][C:5]1[CH:6]=[C:7]([N:14]2[CH2:19][CH2:18][CH:17]([N:20]3[CH2:21][CH2:22][N:23]([S:26]([CH3:29])(=[O:28])=[O:27])[CH2:24][CH2:25]3)[CH2:16][CH2:15]2)[CH:8]=[CH:9][C:10]=1[NH2:11]. The yield is 0.900. (4) The reactants are [F:1][C:2]([F:14])([F:13])[O:3][C:4]1[CH:12]=[CH:11][C:7]([C:8](Cl)=[O:9])=[CH:6][CH:5]=1.[NH2:15][C:16]([CH3:30])([CH2:19][N:20]1[N:24]=[C:23]2[CH:25]=[CH:26][C:27]([Cl:29])=[CH:28][C:22]2=[N:21]1)[C:17]#[N:18]. The catalyst is C(Cl)Cl. The product is [Cl:29][C:27]1[CH:26]=[CH:25][C:23]2=[N:24][N:20]([CH2:19][C:16]([NH:15][C:8](=[O:9])[C:7]3[CH:11]=[CH:12][C:4]([O:3][C:2]([F:14])([F:13])[F:1])=[CH:5][CH:6]=3)([C:17]#[N:18])[CH3:30])[N:21]=[C:22]2[CH:28]=1. The yield is 0.540. (5) No catalyst specified. The product is [CH3:17][C:18]([S@@:21](/[N:23]=[CH:15]/[C:4]1[CH:3]=[C:2]([CH3:1])[C:7]([O:8][CH2:9][CH2:10][C:11]([F:14])([F:13])[F:12])=[CH:6][N:5]=1)=[O:22])([CH3:20])[CH3:19]. The reactants are [CH3:1][C:2]1[C:7]([O:8][CH2:9][CH2:10][C:11]([F:14])([F:13])[F:12])=[CH:6][N:5]=[C:4]([CH:15]=O)[CH:3]=1.[CH3:17][C:18]([S@:21]([NH2:23])=[O:22])([CH3:20])[CH3:19]. The yield is 0.650. (6) The reactants are [OH-].[K+].[Cl:3][C:4]1[C:5]([Cl:31])=[CH:6][C:7]2[C:8]3[CH2:23][CH2:22][N:21]([C:24]([O:26][C:27]([CH3:30])([CH3:29])[CH3:28])=[O:25])[CH2:20][CH2:19][C:9]=3[N:10]([CH2:13][C:14]([O:16]CC)=[O:15])[C:11]=2[CH:12]=1.Cl. The catalyst is O.C1COCC1. The product is [C:27]([O:26][C:24]([N:21]1[CH2:22][CH2:23][C:8]2[C:7]3[CH:6]=[C:5]([Cl:31])[C:4]([Cl:3])=[CH:12][C:11]=3[N:10]([CH2:13][C:14]([OH:16])=[O:15])[C:9]=2[CH2:19][CH2:20]1)=[O:25])([CH3:30])([CH3:28])[CH3:29]. The yield is 1.10. (7) The reactants are [Cl:1][C:2]1[CH:7]=[CH:6][C:5]([C:8]2[C:9]3[C:13]([CH2:14][CH2:15][CH:16]=2)=[N:12][N:11]([S:17]([C:20]2[CH:25]=[CH:24][C:23]([CH3:26])=[CH:22][CH:21]=2)(=[O:19])=[O:18])[CH:10]=3)=[CH:4][CH:3]=1.C(O)C.[H][H]. The catalyst is [Pt](=O)=O.C(OCC)(=O)C. The product is [Cl:1][C:2]1[CH:7]=[CH:6][C:5]([CH:8]2[CH2:16][CH2:15][CH2:14][C:13]3[C:9]2=[CH:10][N:11]([S:17]([C:20]2[CH:21]=[CH:22][C:23]([CH3:26])=[CH:24][CH:25]=2)(=[O:19])=[O:18])[N:12]=3)=[CH:4][CH:3]=1. The yield is 0.800.